Dataset: Drug half-life prediction data from Obach et al.. Task: Regression/Classification. Given a drug SMILES string, predict its absorption, distribution, metabolism, or excretion properties. Task type varies by dataset: regression for continuous measurements (e.g., permeability, clearance, half-life) or binary classification for categorical outcomes (e.g., BBB penetration, CYP inhibition). For this dataset (half_life_obach), we predict log10(half-life) (log10 of half-life in hours). (1) The drug is CCC[C@H](N[C@@H](C)C(=O)N1[C@H](C(=O)O)C[C@@H]2CCCC[C@@H]21)C(=O)O. The log10(half-life) is 1.46. (2) The drug is O=NN(CCCl)C(=O)NCCCl. The log10(half-life) is -0.430. (3) The drug is COC(=O)CCc1ccc(OCC(O)CNC(C)C)cc1. The log10(half-life) is -0.820. (4) The drug is CNS(=O)(=O)Cc1ccc2[nH]cc(CCN(C)C)c2c1. The log10(half-life) is 0.230. (5) The drug is CCC1=C(C)CN(C(=O)NCCc2ccc(S(=O)(=O)NC(=O)N[C@H]3CC[C@H](C)CC3)cc2)C1=O. The log10(half-life) is 1.00.